Dataset: Reaction yield outcomes from USPTO patents with 853,638 reactions. Task: Predict the reaction yield, written as a fraction of the theoretical maximum amount of product (1.0 means a 100% yield; for example, 0.34 means a 34% yield). (1) The reactants are [Br:1]N1C(=O)CCC1=O.[CH3:9][O:10][C:11]([C:13]1[CH:18]=[CH:17][CH:16]=[C:15]([CH3:19])[N:14]=1)=[O:12]. The catalyst is C(Cl)(Cl)(Cl)Cl.C(OOC(=O)C1C=CC=CC=1)(=O)C1C=CC=CC=1. The product is [CH3:9][O:10][C:11]([C:13]1[CH:18]=[CH:17][CH:16]=[C:15]([CH2:19][Br:1])[N:14]=1)=[O:12]. The yield is 0.380. (2) The reactants are [CH3:1][O:2][C:3]1[CH:8]=[CH:7][C:6]([N+:9]([O-:11])=[O:10])=[CH:5][C:4]=1[OH:12].[Si:13](Cl)([C:16]([CH3:19])([CH3:18])[CH3:17])([CH3:15])[CH3:14].C(N(C(C)C)C(C)C)C.O. The catalyst is CN(C=O)C. The product is [C:16]([Si:13]([O:12][C:4]1[CH:5]=[C:6]([N+:9]([O-:11])=[O:10])[CH:7]=[CH:8][C:3]=1[O:2][CH3:1])([CH3:15])[CH3:14])([CH3:19])([CH3:18])[CH3:17]. The yield is 0.640. (3) The reactants are C([O:4][CH:5]([C:10]1[CH:15]=[CH:14][N:13]=[C:12]([NH2:16])[CH:11]=1)[C:6]([F:9])([F:8])[F:7])(=O)C.Br[CH2:18][C:19](=O)[CH3:20].C(=O)(O)[O-].[Na+].C(=O)([O-])[O-].[K+].[K+].[Cl-].[NH4+]. The catalyst is C(O)CCC.O. The product is [F:9][C:6]([F:7])([F:8])[CH:5]([C:10]1[CH:15]=[CH:14][N:13]2[CH:18]=[C:19]([CH3:20])[N:16]=[C:12]2[CH:11]=1)[OH:4]. The yield is 0.400. (4) The reactants are Br[C:2]1[CH:3]=[C:4]([C:8]([N:10]2[CH2:16][CH2:15][CH2:14][N:13]([CH:17]3[CH2:20][CH2:19][CH2:18]3)[CH2:12][CH2:11]2)=[O:9])[CH:5]=[N:6][CH:7]=1.[F:21][C:22]1[CH:27]=[CH:26]C=[CH:24][C:23]=1O.[C:29]([O-:32])([O-])=O.[Cs+].[Cs+]. The catalyst is CC(N(C)C)=O.CCOCC. The product is [CH:17]1([N:13]2[CH2:14][CH2:15][CH2:16][N:10]([C:8]([C:4]3[CH:5]=[N:6][CH:7]=[C:2]([O:32][C:29]4[CH:26]=[CH:27][C:22]([F:21])=[CH:23][CH:24]=4)[CH:3]=3)=[O:9])[CH2:11][CH2:12]2)[CH2:20][CH2:19][CH2:18]1. The yield is 0.570. (5) The reactants are [CH2:1]([C:3]1[N:4]([C:28]2[CH:33]=[CH:32][C:31]([OH:34])=[CH:30][CH:29]=2)[C:5](=[O:27])[C:6]([CH2:12][C:13]2[CH:18]=[CH:17][C:16]([C:19]3[C:20]([C:25]#[N:26])=[CH:21][CH:22]=[CH:23][CH:24]=3)=[CH:15][CH:14]=2)=[C:7]([CH2:9][CH2:10][CH3:11])[N:8]=1)[CH3:2].[CH3:35][C:36]1([CH3:39])[CH2:38][O:37]1.C(=O)([O-])[O-].[Cs+].[Cs+]. The catalyst is CN(C)C(=O)C. The product is [CH2:1]([C:3]1[N:4]([C:28]2[CH:33]=[CH:32][C:31]([O:34][CH2:35][C:36]([OH:37])([CH3:39])[CH3:38])=[CH:30][CH:29]=2)[C:5](=[O:27])[C:6]([CH2:12][C:13]2[CH:18]=[CH:17][C:16]([C:19]3[C:20]([C:25]#[N:26])=[CH:21][CH:22]=[CH:23][CH:24]=3)=[CH:15][CH:14]=2)=[C:7]([CH2:9][CH2:10][CH3:11])[N:8]=1)[CH3:2]. The yield is 0.640.